Dataset: Forward reaction prediction with 1.9M reactions from USPTO patents (1976-2016). Task: Predict the product of the given reaction. (1) The product is: [NH2:4][C:5]1[CH:6]=[CH:7][C:8]([N+:17]([O-:19])=[O:18])=[C:9]([N:11]2[CH2:16][CH2:15][CH2:14][CH2:13][CH2:12]2)[CH:10]=1. Given the reactants C([NH:4][C:5]1[CH:6]=[CH:7][C:8]([N+:17]([O-:19])=[O:18])=[C:9]([N:11]2[CH2:16][CH2:15][CH2:14][CH2:13][CH2:12]2)[CH:10]=1)(=O)C.Cl, predict the reaction product. (2) Given the reactants [Cl:1][C:2]1[C:3]([N:12]2[CH2:17][CH2:16][NH:15][CH2:14][CH2:13]2)=[N:4][CH:5]=[C:6]([C:8]([F:11])([F:10])[F:9])[CH:7]=1.[Br:18][C:19]1[C:27]2[N:26]=[C:25](Cl)[NH:24][C:23]=2[CH:22]=[C:21]([C:29]([F:32])([F:31])[F:30])[CH:20]=1, predict the reaction product. The product is: [Br:18][C:19]1[C:27]2[N:26]=[C:25]([N:15]3[CH2:16][CH2:17][N:12]([C:3]4[C:2]([Cl:1])=[CH:7][C:6]([C:8]([F:9])([F:10])[F:11])=[CH:5][N:4]=4)[CH2:13][CH2:14]3)[NH:24][C:23]=2[CH:22]=[C:21]([C:29]([F:32])([F:31])[F:30])[CH:20]=1. (3) Given the reactants FC(F)(F)C(O)=O.[NH2:8][C@H:9]1[CH2:14][CH2:13][C@H:12]([CH:15]([NH:30][S:31]([C:34]2[CH:39]=[CH:38][CH:37]=[CH:36][C:35]=2[N+:40]([O-:42])=[O:41])(=[O:33])=[O:32])[CH2:16][N:17]2[C:26]3[C:21](=[N:22][CH:23]=[C:24]([O:27][CH3:28])[CH:25]=3)[CH:20]=[CH:19][C:18]2=[O:29])[CH2:11][CH2:10]1.[O:43]=[C:44]1[CH2:49][O:48][C:47]2[CH:50]=[N:51][C:52]([CH:54]=O)=[N:53][C:46]=2[NH:45]1.C(N(C(C)C)C(C)C)C.C(O[BH-](OC(=O)C)OC(=O)C)(=O)C.[Na+], predict the reaction product. The product is: [CH3:28][O:27][C:24]1[CH:25]=[C:26]2[C:21]([CH:20]=[CH:19][C:18](=[O:29])[N:17]2[CH2:16][CH:15]([NH:30][S:31]([C:34]2[CH:39]=[CH:38][CH:37]=[CH:36][C:35]=2[N+:40]([O-:42])=[O:41])(=[O:33])=[O:32])[C@H:12]2[CH2:11][CH2:10][C@H:9]([NH:8][CH2:54][C:52]3[N:51]=[CH:50][C:47]4[O:48][CH2:49][C:44](=[O:43])[NH:45][C:46]=4[N:53]=3)[CH2:14][CH2:13]2)=[N:22][CH:23]=1. (4) Given the reactants [ClH:1].Cl.[NH2:3][CH:4]1[CH2:9][CH2:8][N:7]([CH2:10][C@H:11]2[N:21]3[C:22]4[N:13]([C:14](=[O:24])[CH:15]=[CH:16][C:17]=4[CH:18]=[CH:19][C:20]3=[O:23])[CH2:12]2)[CH2:6][CH2:5]1.C(N(CC)CC)C.[O:32]1[C:36]2[CH:37]=[C:38]([CH:41]=O)[CH:39]=[CH:40][C:35]=2[CH2:34][CH2:33]1, predict the reaction product. The product is: [ClH:1].[O:32]1[C:36]2[CH:37]=[C:38]([CH2:41][NH:3][CH:4]3[CH2:5][CH2:6][N:7]([CH2:10][C@H:11]4[N:21]5[C:22]6[N:13]([C:14](=[O:24])[CH:15]=[CH:16][C:17]=6[CH:18]=[CH:19][C:20]5=[O:23])[CH2:12]4)[CH2:8][CH2:9]3)[CH:39]=[CH:40][C:35]=2[CH2:34][CH2:33]1. (5) The product is: [CH3:14][C:2]1[CH:3]=[C:4]([N+:11]([O-:13])=[O:12])[CH:5]=[C:6]2[C:10]=1[NH:9][CH:8]=[CH:7]2. Given the reactants Br[C:2]1[CH:3]=[C:4]([N+:11]([O-:13])=[O:12])[CH:5]=[C:6]2[C:10]=1[NH:9][CH2:8][CH2:7]2.[CH3:14][Sn](C)(C)C.C(Cl)(Cl)Cl, predict the reaction product. (6) Given the reactants O=C[C@@H]([C@H]([C@@H]([C@@H](CO)O)O)O)O.CC1(C)S[C@@H]2[C@H](NC([C@H](N)C3C=CC=CC=3)=O)C(=O)N2[C@H]1C(O)=O.CC(S[C@@H]1O[C@H](CO)[C@H](O)[C@H](O)[C@H]1O)C.SCCO.[N-]=[N+]=[N-].[Na+].[NH2:60][C@H:61]([C:66]([O-:68])=[O:67])[CH2:62][C:63]([O-:65])=[O:64], predict the reaction product. The product is: [NH2:60][C@H:61]([C:66]([OH:68])=[O:67])[CH2:62][C:63](=[O:64])[OH:65]. (7) Given the reactants [CH3:1][O:2][C:3]1[CH:4]=[C:5]2[C:9](=[CH:10][CH:11]=1)[NH:8][CH:7]=[C:6]2[CH:12]1[CH2:17][CH2:16][C:15](=O)[CH2:14][CH2:13]1.[NH:19]1[C:27]2[C:22](=[C:23]([N:28]3[CH2:33][CH2:32][NH:31][CH2:30][CH2:29]3)[CH:24]=[CH:25][CH:26]=2)[CH:21]=[CH:20]1.C(O[BH-](OC(=O)C)OC(=O)C)(=O)C.[Na+].C(O)(=O)C, predict the reaction product. The product is: [CH3:1][O:2][C:3]1[CH:4]=[C:5]2[C:9](=[CH:10][CH:11]=1)[NH:8][CH:7]=[C:6]2[C@H:12]1[CH2:17][CH2:16][C@@H:15]([N:31]2[CH2:32][CH2:33][N:28]([C:23]3[CH:24]=[CH:25][CH:26]=[C:27]4[C:22]=3[CH:21]=[CH:20][NH:19]4)[CH2:29][CH2:30]2)[CH2:14][CH2:13]1. (8) Given the reactants [C:1]([CH2:8][N:9]1[CH2:22][CH2:21][CH2:20][NH:19][CH2:18][CH2:17][N:16]([CH2:23][C:24]([O:26][C:27]([CH3:30])([CH3:29])[CH3:28])=[O:25])[CH2:15][CH2:14][CH2:13][NH:12][CH2:11][CH2:10]1)([O:3][C:4]([CH3:7])([CH3:6])[CH3:5])=[O:2].[CH3:31]I, predict the reaction product. The product is: [C:24]([CH2:23][N:16]1[CH2:15][CH2:14][CH2:13][NH:12][CH2:11][CH2:10][N:9]([CH2:8][C:1]([O:3][C:4]([CH3:6])([CH3:5])[CH3:7])=[O:2])[CH2:22][CH2:21][CH2:20][N:19]([CH3:31])[CH2:18][CH2:17]1)([O:26][C:27]([CH3:30])([CH3:29])[CH3:28])=[O:25]. (9) Given the reactants ClC1C=C(C2O[C:11]([C:23]([N:25]3[CH2:29][C:28](=[O:30])NC3)=O)=CC=2C2C=C(C#N)C=C(F)C=2)C=CC=1F.[C:31]([C:33]1[CH:34]=[C:35]([C:40]2[CH:41]=[C:42]([C:53](OCC)=[O:54])[O:43][C:44]=2[C:45]2[CH:50]=[CH:49][CH:48]=[C:47]([C:51]#[N:52])[CH:46]=2)[CH:36]=[C:37]([F:39])[CH:38]=1)#[N:32], predict the reaction product. The product is: [C:51]([C:47]1[CH:46]=[C:45]([C:44]2[O:43][C:42]([C:53]([N:25]3[CH2:23][CH2:11][O:30][CH2:28][CH2:29]3)=[O:54])=[CH:41][C:40]=2[C:35]2[CH:34]=[C:33]([C:31]#[N:32])[CH:38]=[C:37]([F:39])[CH:36]=2)[CH:50]=[CH:49][CH:48]=1)#[N:52].